Task: Predict the product of the given reaction.. Dataset: Forward reaction prediction with 1.9M reactions from USPTO patents (1976-2016) Given the reactants Br[C:2]1[S:3][C:4]([S:17](=[O:27])(=[O:26])[NH:18][CH:19]2[CH2:24][CH2:23][CH:22]([OH:25])[CH2:21][CH2:20]2)=[CH:5][C:6]=1[C:7]1[S:11][C:10]([NH:12][C:13](=[O:15])[CH3:14])=[N:9][C:8]=1[CH3:16].C([Li])CCC, predict the reaction product. The product is: [OH:25][C@@H:22]1[CH2:23][CH2:24][C@H:19]([NH:18][S:17]([C:4]2[S:3][CH:2]=[C:6]([C:7]3[S:11][C:10]([NH:12][C:13](=[O:15])[CH3:14])=[N:9][C:8]=3[CH3:16])[CH:5]=2)(=[O:26])=[O:27])[CH2:20][CH2:21]1.